From a dataset of Full USPTO retrosynthesis dataset with 1.9M reactions from patents (1976-2016). Predict the reactants needed to synthesize the given product. (1) Given the product [OH:1][C:2]1([C:17]#[C:18][C:19]2[C:20](=[O:28])[N:21]([CH3:27])[C:22](=[O:26])[N:23]([CH3:25])[CH:24]=2)[C:3]([CH3:16])=[CH:4][C:5](=[O:6])[CH:12]2[C:14]1([CH3:15])[CH2:13]2, predict the reactants needed to synthesize it. The reactants are: [OH:1][C:2]1([C:17]#[C:18][C:19]2[C:20](=[O:28])[N:21]([CH3:27])[C:22](=[O:26])[N:23]([CH3:25])[CH:24]=2)[C:14]2([CH3:15])[CH:12]([CH2:13]2)[C:5]2(OC(C)C(C)[O:6]2)[CH:4]=[C:3]1[CH3:16].O. (2) Given the product [CH3:19][C:20]1[CH:28]=[CH:27][CH:26]=[CH:25][C:21]=1[C:22]([N:7]1[CH2:6][CH:5]2[CH2:1][N:2]([C:9]3[CH:18]=[N:17][C:16]4[C:11](=[CH:12][CH:13]=[CH:14][CH:15]=4)[N:10]=3)[CH2:3][CH:4]2[CH2:8]1)=[O:23], predict the reactants needed to synthesize it. The reactants are: [CH2:1]1[CH:5]2[CH2:6][NH:7][CH2:8][CH:4]2[CH2:3][N:2]1[C:9]1[CH:18]=[N:17][C:16]2[C:11](=[CH:12][CH:13]=[CH:14][CH:15]=2)[N:10]=1.[CH3:19][C:20]1[CH:28]=[CH:27][CH:26]=[CH:25][C:21]=1[C:22](O)=[O:23]. (3) The reactants are: Br[CH2:2][C:3]([C:5]1[CH:10]=[CH:9][C:8]([Br:11])=[C:7]([F:12])[CH:6]=1)=[O:4].[NH:13]1[CH2:18][CH2:17][O:16][CH2:15][CH2:14]1. Given the product [Br:11][C:8]1[CH:9]=[CH:10][C:5]([C:3](=[O:4])[CH2:2][N:13]2[CH2:18][CH2:17][O:16][CH2:15][CH2:14]2)=[CH:6][C:7]=1[F:12], predict the reactants needed to synthesize it. (4) Given the product [Cl:19][C:6]1[C:5]2[C:10](=[CH:11][C:12]([O:14][CH3:15])=[CH:13][C:4]=2[O:3][CH2:1][CH3:2])[N:9]=[CH:8][N:7]=1, predict the reactants needed to synthesize it. The reactants are: [CH2:1]([O:3][C:4]1[CH:13]=[C:12]([O:14][CH3:15])[CH:11]=[C:10]2[C:5]=1[C:6](=O)[N:7]=[CH:8][NH:9]2)[CH3:2].O=P(Cl)(Cl)[Cl:19]. (5) Given the product [O:4]1[C:8]2[CH:9]=[CH:10][CH:11]=[C:12]([N:13]3[CH2:18][CH2:17][N:16]([CH2:19][CH2:20][C@H:21]4[CH2:26][CH2:25][C@H:24]([NH:27][C:31](=[O:32])[CH2:30][C:29]([OH:28])([CH3:35])[CH3:34])[CH2:23][CH2:22]4)[CH2:15][CH2:14]3)[C:7]=2[O:6][CH2:5]1, predict the reactants needed to synthesize it. The reactants are: Cl.Cl.Cl.[O:4]1[C:8]2[CH:9]=[CH:10][CH:11]=[C:12]([N:13]3[CH2:18][CH2:17][N:16]([CH2:19][CH2:20][C@H:21]4[CH2:26][CH2:25][C@H:24]([NH2:27])[CH2:23][CH2:22]4)[CH2:15][CH2:14]3)[C:7]=2[O:6][CH2:5]1.[OH:28][C:29]([CH3:35])([CH3:34])[CH2:30][C:31](O)=[O:32]. (6) Given the product [CH3:20][O:10][C:9](=[O:11])[CH:8]([C:5]1[CH:4]=[CH:3][C:2]([Br:1])=[CH:7][CH:6]=1)[CH2:12][CH:13]1[CH2:14][CH2:15][N:16]([CH3:19])[CH2:17][CH2:18]1, predict the reactants needed to synthesize it. The reactants are: [Br:1][C:2]1[CH:7]=[CH:6][C:5]([CH:8]([CH2:12][CH:13]2[CH2:18][CH2:17][N:16]([CH3:19])[CH2:15][CH2:14]2)[C:9]([OH:11])=[O:10])=[CH:4][CH:3]=1.[CH3:20]O. (7) Given the product [Si:29]([O:28][CH2:27][CH2:26][O:22][C@@H:8]([C:4]1[CH:5]=[CH:6][CH:7]=[C:2]([Cl:1])[CH:3]=1)[C@@H:9]1[CH2:14][CH2:13][CH2:12][N:11]([C:15]([O:17][C:18]([CH3:19])([CH3:21])[CH3:20])=[O:16])[CH2:10]1)([C:32]([CH3:35])([CH3:34])[CH3:33])([CH3:31])[CH3:30], predict the reactants needed to synthesize it. The reactants are: [Cl:1][C:2]1[CH:3]=[C:4]([C@H:8]([OH:22])[C@@H:9]2[CH2:14][CH2:13][CH2:12][N:11]([C:15]([O:17][C:18]([CH3:21])([CH3:20])[CH3:19])=[O:16])[CH2:10]2)[CH:5]=[CH:6][CH:7]=1.[H-].[Na+].Br[CH2:26][CH2:27][O:28][Si:29]([C:32]([CH3:35])([CH3:34])[CH3:33])([CH3:31])[CH3:30].